Task: Predict the reactants needed to synthesize the given product.. Dataset: Full USPTO retrosynthesis dataset with 1.9M reactions from patents (1976-2016) (1) The reactants are: [NH2:1][C:2]1[S:3][C:4]2[CH:10]=[CH:9][CH:8]=[CH:7][C:5]=2[N:6]=1.[CH2:11]([Cl:18])[C:12]1[CH:17]=[CH:16][CH:15]=[CH:14][CH:13]=1.[I-].[Na+]. Given the product [ClH:18].[CH2:11]([N:6]1[C:5]2[CH:7]=[CH:8][CH:9]=[CH:10][C:4]=2[S:3][C:2]1=[NH:1])[C:12]1[CH:17]=[CH:16][CH:15]=[CH:14][CH:13]=1, predict the reactants needed to synthesize it. (2) The reactants are: [C:1]([OH:5])(=O)[CH2:2][OH:3].[Cl:6][C:7]1[CH:8]=[C:9]([NH:21][C:22]2[C:31]3[C:26](=[CH:27][CH:28]=[CH:29][C:30]=3[O:32][CH2:33][CH2:34][NH:35][CH2:36][CH2:37][O:38][CH3:39])[N:25]=[CH:24][N:23]=2)[CH:10]=[CH:11][C:12]=1[O:13][CH2:14][C:15]1[CH:20]=[CH:19][CH:18]=[CH:17][N:16]=1. Given the product [Cl:6][C:7]1[CH:8]=[C:9]([NH:21][C:22]2[C:31]3[C:26](=[CH:27][CH:28]=[CH:29][C:30]=3[O:32][CH2:33][CH2:34][N:35]([CH2:36][CH2:37][O:38][CH3:39])[C:1](=[O:5])[CH2:2][OH:3])[N:25]=[CH:24][N:23]=2)[CH:10]=[CH:11][C:12]=1[O:13][CH2:14][C:15]1[CH:20]=[CH:19][CH:18]=[CH:17][N:16]=1, predict the reactants needed to synthesize it. (3) Given the product [ClH:35].[CH3:67][C:68]1[CH:73]=[C:72]([CH3:74])[CH:71]=[CH:70][C:69]=1[N:75]1[CH2:76][CH2:77][N:78]([C:81]([C:83]2[CH:84]=[N:85][C:86]([N:90]3[CH2:94][CH2:93][CH2:92][S:91]3(=[O:96])=[O:95])=[CH:87][C:88]=2[CH3:89])=[O:82])[CH2:79][CH2:80]1, predict the reactants needed to synthesize it. The reactants are: CC1C=C(C)C=CC=1N1CCN(C(C2C=NC(F)=CC=2C)=O)CC1.COC1C=CC(CN)=CC=1.[Cl:35]CCCS(Cl)(=O)=O.NC1N=CC(C(N2CCN(C3C=CC(C)=CC=3C)CC2)=O)=C(C)C=1.[CH3:67][C:68]1[CH:73]=[C:72]([CH3:74])[CH:71]=[CH:70][C:69]=1[N:75]1[CH2:80][CH2:79][N:78]([C:81]([C:83]2[CH:84]=[N:85][C:86]([N:90]3[CH2:94][CH2:93][CH2:92][S:91]3(=[O:96])=[O:95])=[CH:87][C:88]=2[CH3:89])=[O:82])[CH2:77][CH2:76]1. (4) Given the product [OH:8][CH2:9][C:10]([N:13]1[C:18](=[O:19])[CH:17]=[CH:16][C:15]([NH:20][C:21](=[O:27])[O:22][C:23]([CH3:26])([CH3:25])[CH3:24])=[CH:14]1)([CH3:12])[CH3:11], predict the reactants needed to synthesize it. The reactants are: [Si]([O:8][CH2:9][C:10]([N:13]1[C:18](=[O:19])[CH:17]=[CH:16][C:15]([NH:20][C:21](=[O:27])[O:22][C:23]([CH3:26])([CH3:25])[CH3:24])=[CH:14]1)([CH3:12])[CH3:11])(C(C)(C)C)(C)C.N1C=CC=CC=1.F. (5) Given the product [CH2:17]([N:10]1[C:9]2[C:8](=[O:11])[N:7]([CH3:12])[C:6](=[O:13])[N:5]([CH3:14])[C:4]=2[N:3]=[C:2]1[Cl:1])[CH:16]=[CH2:15], predict the reactants needed to synthesize it. The reactants are: [Cl:1][C:2]1[NH:10][C:9]2[C:8](=[O:11])[N:7]([CH3:12])[C:6](=[O:13])[N:5]([CH3:14])[C:4]=2[N:3]=1.[CH2:15](Br)[CH:16]=[CH2:17].C(=O)([O-])[O-].[K+].[K+]. (6) Given the product [NH2:4][C@H:5]([C:10]([OH:12])=[O:11])[CH2:6][CH2:7][S:8][CH3:9], predict the reactants needed to synthesize it. The reactants are: C([NH:4][CH:5]([C:10]([OH:12])=[O:11])[CH2:6][CH2:7][S:8][CH3:9])(=O)C. (7) Given the product [F:14][C:4]1[CH:5]=[CH:6][C:7]([O:8][CH3:9])=[CH:2][C:3]=1[NH2:15], predict the reactants needed to synthesize it. The reactants are: Br[C:2]1[CH:3]=[C:4]([F:14])[CH2:5][C:6](Br)([N+]([O-])=O)[C:7]=1[O:8][CH3:9].[N:15]#N. (8) Given the product [C:1]([O:5][C:6](=[O:7])[NH:8][C@@H:9]([CH2:13][O:14][C:15]1[CH:20]=[CH:19][C:18]([C:21]([CH2:39][CH3:40])([C:24]2[CH:29]=[CH:28][C:27]([CH2:30][CH2:31][CH:32]([OH:37])[C:33]([CH3:35])([CH3:34])[CH3:36])=[C:26]([CH3:38])[CH:25]=2)[CH2:22][CH3:23])=[CH:17][C:16]=1[CH3:41])[CH2:10][CH2:11][OH:12])([CH3:3])([CH3:4])[CH3:2], predict the reactants needed to synthesize it. The reactants are: [C:1]([O:5][C:6]([N:8]1[C:11](=[O:12])[CH2:10][C@@H:9]1[CH2:13][O:14][C:15]1[CH:20]=[CH:19][C:18]([C:21]([CH2:39][CH3:40])([C:24]2[CH:29]=[CH:28][C:27]([CH2:30][CH2:31][CH:32]([OH:37])[C:33]([CH3:36])([CH3:35])[CH3:34])=[C:26]([CH3:38])[CH:25]=2)[CH2:22][CH3:23])=[CH:17][C:16]=1[CH3:41])=[O:7])([CH3:4])([CH3:3])[CH3:2].[H-].[H-].[H-].[H-].[Li+].[Al+3].